Dataset: CYP2C19 inhibition data for predicting drug metabolism from PubChem BioAssay. Task: Regression/Classification. Given a drug SMILES string, predict its absorption, distribution, metabolism, or excretion properties. Task type varies by dataset: regression for continuous measurements (e.g., permeability, clearance, half-life) or binary classification for categorical outcomes (e.g., BBB penetration, CYP inhibition). Dataset: cyp2c19_veith. (1) The molecule is O=S1(=O)CCN(c2ccccc2CC(c2c[nH]c3ccccc23)c2c[nH]c3ccccc23)CC1. The result is 1 (inhibitor). (2) The drug is C=CCNC(=O)c1onc(CSc2ccc(F)cc2)c1C(=O)O. The result is 1 (inhibitor). (3) The result is 0 (non-inhibitor). The compound is Cc1[nH]c(N)nc(=S)c1CCC(=O)O. (4) The result is 0 (non-inhibitor). The molecule is COC(=O)N1CCC[C@@]2(CCN(C(=O)Nc3ccccc3)C2)C1. (5) The drug is COc1ccc(CNc2nc3ccccc3n2Cc2ccccc2)cc1OC. The result is 1 (inhibitor). (6) The drug is CCSc1nc2nc(C)cc(C)n2n1. The result is 0 (non-inhibitor). (7) The compound is Cc1ccc(-n2nnnc2-c2cnc3ccc(Cl)cc3c2-c2ccccc2)cc1. The result is 1 (inhibitor).